Task: Regression. Given a peptide amino acid sequence and an MHC pseudo amino acid sequence, predict their binding affinity value. This is MHC class I binding data.. Dataset: Peptide-MHC class I binding affinity with 185,985 pairs from IEDB/IMGT The peptide sequence is VEAVMYMGTL. The MHC is HLA-B18:01 with pseudo-sequence HLA-B18:01. The binding affinity (normalized) is 0.179.